This data is from Forward reaction prediction with 1.9M reactions from USPTO patents (1976-2016). The task is: Predict the product of the given reaction. (1) Given the reactants [NH:1]1[C:9]2[C:4](=[CH:5][CH:6]=[C:7]([N:10]3[CH2:15][CH2:14][N:13]([C:16]([O:18][C:19]([CH3:22])([CH3:21])[CH3:20])=[O:17])[CH2:12][CH2:11]3)[CH:8]=2)[CH:3]=[CH:2]1.CC(C)([O-])C.[Na+].Cl.Br[C:31]1[CH:36]=[CH:35][N:34]=[CH:33][CH:32]=1, predict the reaction product. The product is: [N:34]1[CH:35]=[CH:36][C:31]([N:1]2[C:9]3[C:4](=[CH:5][CH:6]=[C:7]([N:10]4[CH2:11][CH2:12][N:13]([C:16]([O:18][C:19]([CH3:22])([CH3:21])[CH3:20])=[O:17])[CH2:14][CH2:15]4)[CH:8]=3)[CH:3]=[CH:2]2)=[CH:32][CH:33]=1. (2) Given the reactants [CH2:1]([Mg]Br)[CH3:2].[Cl-].[CH:6]([C:9]1[CH:14]=[CH:13][CH:12]=[C:11]([CH:15](C)[CH3:16])C=1[NH+]1CCN(C2[C:9]([CH:6](C)[CH3:7])=[CH:14][CH:13]=[CH:12][C:11]=2[CH:15](C)[CH3:16])C1)(C)[CH3:7].ClC1C=CC=CC=1OC.C(C(C(C([O-])=O)O)O)([O-])=O.[K+].[Na+], predict the reaction product. The product is: [CH3:7][CH2:6][CH2:9][CH2:14][CH2:13][CH2:12][CH2:11][CH2:15][CH2:16][CH2:1][CH3:2]. (3) Given the reactants [F:1][C:2]1([F:23])[C:10]2[C:5](=[CH:6][CH:7]=[CH:8][C:9]=2[C@@H:11]([OH:13])[CH3:12])[N:4]([CH2:14][C:15]2[CH:20]=[CH:19][N:18]=[CH:17][C:16]=2[F:21])[C:3]1=[O:22].ClC1C=CC=C(C(OO)=[O:32])C=1.S([O-])([O-])(=O)=S.[Na+].[Na+], predict the reaction product. The product is: [F:23][C:2]1([F:1])[C:10]2[C:5](=[CH:6][CH:7]=[CH:8][C:9]=2[C@@H:11]([OH:13])[CH3:12])[N:4]([CH2:14][C:15]2[CH:20]=[CH:19][N+:18]([O-:32])=[CH:17][C:16]=2[F:21])[C:3]1=[O:22]. (4) The product is: [CH3:7][N:4]1[CH2:5][CH2:6][N:2]([CH3:1])[C:3]1=[N:8][C:9]1[CH:18]=[CH:17][CH:16]=[C:15]2[C:10]=1[CH2:11][CH2:12][N:13]([C:20]1[NH:21][C:22]3[C:27]([C:28](=[O:30])[N:29]=1)=[C:26]([CH3:31])[C:25]([O:32][CH3:33])=[C:24]([O:34][CH3:35])[CH:23]=3)[CH2:14]2. Given the reactants [CH3:1][N:2]1[CH2:6][CH2:5][N:4]([CH3:7])[C:3]1=[N:8][C:9]1[CH:18]=[CH:17][CH:16]=[C:15]2[C:10]=1[CH2:11][CH2:12][NH:13][CH2:14]2.Cl[C:20]1[NH:21][C:22]2[C:27]([C:28](=[O:30])[N:29]=1)=[C:26]([CH3:31])[C:25]([O:32][CH3:33])=[C:24]([O:34][CH3:35])[CH:23]=2, predict the reaction product. (5) Given the reactants [Br:1][C:2]1[CH:3]=[C:4]([N:8]2[CH2:12][CH2:11][CH:10]([OH:13])[CH2:9]2)[CH:5]=[CH:6][CH:7]=1.[CH3:14][C:15]([Si:18](Cl)([CH3:20])[CH3:19])([CH3:17])[CH3:16].N1C=CN=C1, predict the reaction product. The product is: [Br:1][C:2]1[CH:3]=[C:4]([N:8]2[CH2:12][CH2:11][CH:10]([O:13][Si:18]([C:15]([CH3:17])([CH3:16])[CH3:14])([CH3:20])[CH3:19])[CH2:9]2)[CH:5]=[CH:6][CH:7]=1. (6) Given the reactants C(=O)([O-])[O-].[K+].[K+].CO.[C:9]([NH:17][C:18]1[CH:27]=[C:26]([C:28]#[C:29][Si](C)(C)C)[CH:25]=[CH:24][C:19]=1[C:20]([O:22][CH3:23])=[O:21])(=[O:16])[C:10]1[CH:15]=[CH:14][CH:13]=[CH:12][CH:11]=1, predict the reaction product. The product is: [C:9]([NH:17][C:18]1[CH:27]=[C:26]([C:28]#[CH:29])[CH:25]=[CH:24][C:19]=1[C:20]([O:22][CH3:23])=[O:21])(=[O:16])[C:10]1[CH:11]=[CH:12][CH:13]=[CH:14][CH:15]=1. (7) The product is: [C:11]([CH2:10][C:8]1[S:7][CH:6]=[C:5]([C:3]([OH:4])=[O:2])[CH:9]=1)#[N:12]. Given the reactants C[O:2][C:3]([C:5]1[CH:9]=[C:8]([CH2:10][C:11]#[N:12])[S:7][CH:6]=1)=[O:4], predict the reaction product. (8) Given the reactants C(C1C=CC(N2CC[C@H](N[C@@H](C3C4C(=CC=CC=4)C=CC=3)C)C2)=CC=1)(=O)C.[CH3:28][O:29][C:30]1[CH:31]=[C:32]([C@H:36]([NH:38][C@H:39]2[CH2:43][CH2:42][N:41]([CH2:44][C:45]3[CH:50]=[CH:49][CH:48]=[C:47]([C:51]([F:54])([F:53])[F:52])[CH:46]=3)[CH2:40]2)[CH3:37])[CH:33]=[CH:34][CH:35]=1.[ClH:55], predict the reaction product. The product is: [ClH:55].[ClH:55].[CH3:28][O:29][C:30]1[CH:31]=[C:32]([C@H:36]([NH:38][C@H:39]2[CH2:43][CH2:42][N:41]([CH2:44][C:45]3[CH:50]=[CH:49][CH:48]=[C:47]([C:51]([F:53])([F:54])[F:52])[CH:46]=3)[CH2:40]2)[CH3:37])[CH:33]=[CH:34][CH:35]=1.